This data is from Forward reaction prediction with 1.9M reactions from USPTO patents (1976-2016). The task is: Predict the product of the given reaction. (1) Given the reactants [CH2:1]([O:5][C:6]1[CH:7]=[C:8]([CH2:13][OH:14])[CH:9]=[CH:10][C:11]=1[I:12])[CH2:2][CH2:3][CH3:4], predict the reaction product. The product is: [CH2:1]([O:5][C:6]1[CH:7]=[C:8]([CH:9]=[CH:10][C:11]=1[I:12])[CH:13]=[O:14])[CH2:2][CH2:3][CH3:4]. (2) The product is: [CH2:1]([S:20][C:18]1[O:19][C:15]([C:13]2[O:14][C:10]([Br:9])=[CH:11][CH:12]=2)=[N:16][N:17]=1)[C:2]1[CH:7]=[CH:6][CH:5]=[CH:4][CH:3]=1. Given the reactants [CH2:1](Br)[C:2]1[CH:7]=[CH:6][CH:5]=[CH:4][CH:3]=1.[Br:9][C:10]1[O:14][C:13]([C:15]2[O:19][C:18]([SH:20])=[N:17][N:16]=2)=[CH:12][CH:11]=1.C(N(CC)CC)C.[OH-].[Na+], predict the reaction product. (3) Given the reactants [C:1]([N:4]1[C:8]2[CH:9]=[CH:10][CH:11]=[CH:12][C:7]=2[NH:6][C:5]1=[O:13])([CH3:3])=[CH2:2], predict the reaction product. The product is: [CH:1]([N:4]1[C:8]2[CH:9]=[CH:10][CH:11]=[CH:12][C:7]=2[NH:6][C:5]1=[O:13])([CH3:3])[CH3:2]. (4) Given the reactants F[C:2]1[C:3]([C:12]([NH:14][C:15]2[CH:20]=[CH:19][C:18]([F:21])=[CH:17][CH:16]=2)=[O:13])=[N:4][C:5]([C:8]([F:11])([F:10])[F:9])=[CH:6][N:7]=1.OC(C(F)(F)F)=O.OC(C(F)(F)F)=O.[NH2:36][CH2:37][C:38]1[CH:43]=[CH:42][C:41]([C:44]2[CH:45]=[C:46]3[C:52]([NH2:53])=[N:51][NH:50][C:47]3=[N:48][CH:49]=2)=[CH:40][CH:39]=1.C(N(CC)CC)C, predict the reaction product. The product is: [NH2:53][C:52]1[C:46]2[C:47](=[N:48][CH:49]=[C:44]([C:41]3[CH:40]=[CH:39][C:38]([CH2:37][NH:36][C:2]4[C:3]([C:12]([NH:14][C:15]5[CH:20]=[CH:19][C:18]([F:21])=[CH:17][CH:16]=5)=[O:13])=[N:4][C:5]([C:8]([F:11])([F:10])[F:9])=[CH:6][N:7]=4)=[CH:43][CH:42]=3)[CH:45]=2)[NH:50][N:51]=1. (5) The product is: [Cl:4][C:5]1[CH:10]=[CH:9][C:8]([F:11])=[CH:7][C:6]=1[CH2:12][NH:13][C:14]([NH:2][NH2:3])=[S:15]. Given the reactants O.[NH2:2][NH2:3].[Cl:4][C:5]1[CH:10]=[CH:9][C:8]([F:11])=[CH:7][C:6]=1[CH2:12][N:13]=[C:14]=[S:15], predict the reaction product. (6) Given the reactants [CH:1]1([N:4]2[C:8]([C:9]3[CH:14]=[CH:13][CH:12]=[CH:11][CH:10]=3)=[CH:7][NH:6][C:5]2=[O:15])[CH2:3][CH2:2]1.Cl[CH2:17][C:18]([O:20][CH2:21][CH3:22])=[O:19].C(=O)([O-])[O-].[K+].[K+], predict the reaction product. The product is: [CH:1]1([N:4]2[C:8]([C:9]3[CH:10]=[CH:11][CH:12]=[CH:13][CH:14]=3)=[CH:7][N:6]([CH2:17][C:18]([O:20][CH2:21][CH3:22])=[O:19])[C:5]2=[O:15])[CH2:3][CH2:2]1. (7) Given the reactants [C:1]1([C:7]2[NH:23][C:10]3[N:11]=[CH:12][N:13]=[C:14]([O:15][C:16]4[CH:21]=[CH:20][C:19]([NH2:22])=[CH:18][CH:17]=4)[C:9]=3[CH:8]=2)[CH:6]=[CH:5][CH:4]=[CH:3][CH:2]=1.[F:24][C:25]1[CH:30]=[CH:29][C:28]([N:31]=[C:32]=[O:33])=[CH:27][CH:26]=1, predict the reaction product. The product is: [F:24][C:25]1[CH:30]=[CH:29][C:28]([NH:31][C:32]([NH:22][C:19]2[CH:20]=[CH:21][C:16]([O:15][C:14]3[C:9]4[CH:8]=[C:7]([C:1]5[CH:2]=[CH:3][CH:4]=[CH:5][CH:6]=5)[NH:23][C:10]=4[N:11]=[CH:12][N:13]=3)=[CH:17][CH:18]=2)=[O:33])=[CH:27][CH:26]=1.